From a dataset of Forward reaction prediction with 1.9M reactions from USPTO patents (1976-2016). Predict the product of the given reaction. (1) Given the reactants [C:1]1([CH:7]([C:25]2[CH:30]=[CH:29][CH:28]=[CH:27][CH:26]=2)[CH2:8][CH2:9][N:10]2[CH2:15][CH2:14][N:13]([C:16]3[CH:17]=[C:18]([CH:22]=[CH:23][CH:24]=3)[C:19]([OH:21])=O)[CH2:12][CH2:11]2)[CH:6]=[CH:5][CH:4]=[CH:3][CH:2]=1.CN([P+](ON1N=NC2C=CC=CC1=2)(N(C)C)N(C)C)C.F[P-](F)(F)(F)(F)F.C(N(C(C)C)CC)(C)C.[CH3:67][NH:68][CH2:69][C:70]1[CH:75]=[CH:74][CH:73]=[CH:72][CH:71]=1, predict the reaction product. The product is: [CH2:69]([N:68]([CH3:67])[C:19](=[O:21])[C:18]1[CH:22]=[CH:23][CH:24]=[C:16]([N:13]2[CH2:14][CH2:15][N:10]([CH2:9][CH2:8][CH:7]([C:1]3[CH:2]=[CH:3][CH:4]=[CH:5][CH:6]=3)[C:25]3[CH:30]=[CH:29][CH:28]=[CH:27][CH:26]=3)[CH2:11][CH2:12]2)[CH:17]=1)[C:70]1[CH:75]=[CH:74][CH:73]=[CH:72][CH:71]=1. (2) The product is: [F:1][C:2]1[CH:3]=[CH:4][C:5]([CH:8]2[NH:9][C:10]3[C:15]4[C:16](=[N:31][NH:32][C:25](=[O:27])[C:14]=4[CH:13]=[CH:12][CH:11]=3)[CH:17]2[C:18]2[N:19]([CH3:23])[CH:20]=[CH:21][N:22]=2)=[CH:6][CH:7]=1. Given the reactants [F:1][C:2]1[CH:7]=[CH:6][C:5]([CH:8]2[CH:17]([C:18]3[N:19]([CH3:23])[CH:20]=[CH:21][N:22]=3)[C:16](=O)[C:15]3[C:14]([C:25]([O:27]CC)=O)=[CH:13][CH:12]=[CH:11][C:10]=3[NH:9]2)=[CH:4][CH:3]=1.O.[NH2:31][NH2:32], predict the reaction product. (3) Given the reactants [CH:1]1([NH:4][C:5]([C:7]2[CH:8]=[CH:9][C:10]([CH3:23])=[C:11]([NH:13][C:14]([C:16]3[CH:21]=[CH:20][C:19]([OH:22])=[CH:18][N:17]=3)=[O:15])[CH:12]=2)=[O:6])[CH2:3][CH2:2]1.Cl.Cl[CH2:26][C:27]1[CH:32]=[CH:31][CH:30]=[CH:29][N:28]=1, predict the reaction product. The product is: [CH:1]1([NH:4][C:5]([C:7]2[CH:8]=[CH:9][C:10]([CH3:23])=[C:11]([NH:13][C:14]([C:16]3[CH:21]=[CH:20][C:19]([O:22][CH2:26][C:27]4[CH:32]=[CH:31][CH:30]=[CH:29][N:28]=4)=[CH:18][N:17]=3)=[O:15])[CH:12]=2)=[O:6])[CH2:3][CH2:2]1. (4) Given the reactants Cl.Cl.[C:3]([C:5]1[CH:10]=[CH:9][C:8]([CH2:11][NH:12][C@@H:13]2[CH2:17][NH:16][C@H:15]([C:18]([N:20]3[CH2:24][CH2:23][S:22][CH2:21]3)=[O:19])[CH2:14]2)=[CH:7][CH:6]=1)#[N:4].Br[CH2:26][C:27]([O:29][CH2:30][CH3:31])=[O:28].C(N([CH:38]([CH3:40])[CH3:39])CC)(C)C.[C:41](=[O:44])([O-])[OH:42].[Na+].[CH3:46]N1CCCC1=O, predict the reaction product. The product is: [C:38]([O:42][C:41]([N:16]1[CH2:17][C@@H:13]([N:12]([CH2:11][C:8]2[CH:7]=[CH:6][C:5]([C:3]#[N:4])=[CH:10][CH:9]=2)[CH2:26][C:27]([O:29][CH2:30][CH3:31])=[O:28])[CH2:14][C@H:15]1[C:18]([N:20]1[CH2:24][CH2:23][S:22][CH2:21]1)=[O:19])=[O:44])([CH3:40])([CH3:46])[CH3:39].